From a dataset of Full USPTO retrosynthesis dataset with 1.9M reactions from patents (1976-2016). Predict the reactants needed to synthesize the given product. (1) Given the product [CH3:19][N:20]([CH3:24])[CH2:21][CH2:22][NH:23][C:2]1[N:7]=[C:6]2[NH:8][N:9]=[C:10]([C:11]3[CH:16]=[CH:15][N:14]=[C:13]([S:17][CH3:18])[N:12]=3)[C:5]2=[CH:4][N:3]=1, predict the reactants needed to synthesize it. The reactants are: Cl[C:2]1[N:7]=[C:6]2[NH:8][N:9]=[C:10]([C:11]3[CH:16]=[CH:15][N:14]=[C:13]([S:17][CH3:18])[N:12]=3)[C:5]2=[CH:4][N:3]=1.[CH3:19][N:20]([CH3:24])[CH2:21][CH2:22][NH2:23].C(N(CC)CC)C. (2) Given the product [OH:14][C:13]1[N:12]([C:15]2[CH:23]=[CH:22][C:18]([C:19]([N:53]3[CH2:52][CH2:51][N:50]4[CH2:54][CH2:55][CH2:56][CH:49]4[CH2:48]3)=[O:21])=[CH:17][N:16]=2)[N:11]=[CH:10][C:9]=1[C:6]1[CH:7]=[CH:8][C:3]([C:1]#[N:2])=[CH:4][C:5]=1[CH3:24], predict the reactants needed to synthesize it. The reactants are: [C:1]([C:3]1[CH:8]=[CH:7][C:6]([C:9]2[CH:10]=[N:11][N:12]([C:15]3[CH:23]=[CH:22][C:18]([C:19]([OH:21])=O)=[CH:17][N:16]=3)[C:13]=2[OH:14])=[C:5]([CH3:24])[CH:4]=1)#[N:2].C(Cl)CCl.C1C=CC2N(O)N=NC=2C=1.CCN(C(C)C)C(C)C.[CH2:48]1[NH:53][CH2:52][CH2:51][N:50]2[CH2:54][CH2:55][CH2:56][CH:49]12.